Dataset: Forward reaction prediction with 1.9M reactions from USPTO patents (1976-2016). Task: Predict the product of the given reaction. (1) Given the reactants [CH2:1]([C:3]1[CH:8]=[CH:7][C:6]([C@H:9]2[CH2:14][C@@H:13]([C:15]([F:18])([F:17])[F:16])[N:12]3[N:19]=[CH:20][C:21]([C:22](O)=[O:23])=[C:11]3[NH:10]2)=[CH:5][CH:4]=1)[CH3:2].CN(C(ON1N=NC2C=CC=NC1=2)=[N+](C)C)C.F[P-](F)(F)(F)(F)F.C(N(CC)C(C)C)(C)C.Cl.[F:59][C:60]1[CH:67]=[CH:66][C:63]([CH2:64][NH2:65])=[CH:62][CH:61]=1, predict the reaction product. The product is: [CH2:1]([C:3]1[CH:8]=[CH:7][C:6]([C@H:9]2[CH2:14][C@@H:13]([C:15]([F:18])([F:16])[F:17])[N:12]3[N:19]=[CH:20][C:21]([C:22]([NH:65][CH2:64][C:63]4[CH:66]=[CH:67][C:60]([F:59])=[CH:61][CH:62]=4)=[O:23])=[C:11]3[NH:10]2)=[CH:5][CH:4]=1)[CH3:2]. (2) Given the reactants [C:1]([N:8]1[CH2:15][C@H:14]([OH:16])[CH2:13][C@H:9]1[C:10]([OH:12])=[O:11])([O:3][C:4]([CH3:7])([CH3:6])[CH3:5])=[O:2].Cl[C:18]1[C:27]([C:28]2[S:29][CH:30]=[CH:31][CH:32]=2)=[N:26][C:25]2[C:20](=[CH:21][CH:22]=[CH:23][CH:24]=2)[N:19]=1.CC(C)([O-])C.[Na+].C[N:40]1C(=O)[CH2:43][CH2:42][CH2:41]1, predict the reaction product. The product is: [C:4]([O:3][C:1]([N:8]1[CH2:15][C@H:14]([O:16][C:18]2[C:27]([C:28]3[S:29][C:30]4[CH:31]=[CH:32][CH:43]=[CH:42][C:41]=4[N:40]=3)=[N:26][C:25]3[C:20](=[CH:21][CH:22]=[CH:23][CH:24]=3)[N:19]=2)[CH2:13][C@H:9]1[C:10]([OH:12])=[O:11])=[O:2])([CH3:7])([CH3:6])[CH3:5]. (3) Given the reactants P([O-])([O-])([O-])=O.[CH:6]1[CH:11]=[C:10]([N+:12]([O-:14])=[O:13])[C:9]([O:15][C@@H]2O[C@H](CO)[C@H](O)[C@H](O)[C@H]2O)=[CH:8][CH:7]=1.C(=O)([O-])[O-].[Na+].[Na+], predict the reaction product. The product is: [N+:12]([C:10]1[CH:11]=[CH:6][CH:7]=[CH:8][C:9]=1[OH:15])([O-:14])=[O:13]. (4) Given the reactants [Cl:1][C:2]1[N:11]=[CH:10][C:9]2[NH:8][CH2:7][C@@H:6]3[CH2:12][O:13][CH2:14][CH2:15][N:5]3[C:4]=2[N:3]=1.CC(C)([O-])C.[Na+].Cl[CH2:23][C:24]1[O:28][N:27]=[C:26]([CH2:29][CH3:30])[CH:25]=1, predict the reaction product. The product is: [Cl:1][C:2]1[N:11]=[CH:10][C:9]2[N:8]([CH2:23][C:24]3[O:28][N:27]=[C:26]([CH2:29][CH3:30])[CH:25]=3)[CH2:7][C@@H:6]3[CH2:12][O:13][CH2:14][CH2:15][N:5]3[C:4]=2[N:3]=1. (5) Given the reactants [C:1]([O-])([O-])=[O:2].[Cs+].[Cs+].CO.[OH:9][CH:10]1[N:14]([C:15]2[CH:20]=[C:19]([C:21]([F:24])([F:23])[F:22])[C:18](I)=[CH:17][N:16]=2)[C:13](=[O:26])[N:12]([CH3:27])[CH:11]1[CH3:28], predict the reaction product. The product is: [OH:9][CH:10]1[N:14]([C:15]2[CH:20]=[C:19]([C:21]([F:24])([F:23])[F:22])[C:18]([O:2][CH3:1])=[CH:17][N:16]=2)[C:13](=[O:26])[N:12]([CH3:27])[CH:11]1[CH3:28]. (6) Given the reactants [F:1][C:2]1[CH:16]=[CH:15][C:5]([CH2:6][S:7]([CH2:9][C:10]([O:12][CH2:13][CH3:14])=[O:11])=[O:8])=[CH:4][CH:3]=1.C1C=C(Cl)C=C(C(OO)=[O:25])C=1, predict the reaction product. The product is: [F:1][C:2]1[CH:16]=[CH:15][C:5]([CH2:6][S:7]([CH2:9][C:10]([O:12][CH2:13][CH3:14])=[O:11])(=[O:25])=[O:8])=[CH:4][CH:3]=1.